From a dataset of NCI-60 drug combinations with 297,098 pairs across 59 cell lines. Regression. Given two drug SMILES strings and cell line genomic features, predict the synergy score measuring deviation from expected non-interaction effect. (1) Drug 1: C1=CC(=C2C(=C1NCCNCCO)C(=O)C3=C(C=CC(=C3C2=O)O)O)NCCNCCO. Drug 2: CN(C)C1=NC(=NC(=N1)N(C)C)N(C)C. Cell line: HL-60(TB). Synergy scores: CSS=94.2, Synergy_ZIP=23.0, Synergy_Bliss=22.7, Synergy_Loewe=-14.3, Synergy_HSA=21.3. (2) Drug 1: CC1C(C(=O)NC(C(=O)N2CCCC2C(=O)N(CC(=O)N(C(C(=O)O1)C(C)C)C)C)C(C)C)NC(=O)C3=C4C(=C(C=C3)C)OC5=C(C(=O)C(=C(C5=N4)C(=O)NC6C(OC(=O)C(N(C(=O)CN(C(=O)C7CCCN7C(=O)C(NC6=O)C(C)C)C)C)C(C)C)C)N)C. Drug 2: COCCOC1=C(C=C2C(=C1)C(=NC=N2)NC3=CC=CC(=C3)C#C)OCCOC.Cl. Cell line: MDA-MB-435. Synergy scores: CSS=8.90, Synergy_ZIP=-3.74, Synergy_Bliss=3.44, Synergy_Loewe=-15.9, Synergy_HSA=-2.98. (3) Drug 1: CCC1=CC2CC(C3=C(CN(C2)C1)C4=CC=CC=C4N3)(C5=C(C=C6C(=C5)C78CCN9C7C(C=CC9)(C(C(C8N6C)(C(=O)OC)O)OC(=O)C)CC)OC)C(=O)OC.C(C(C(=O)O)O)(C(=O)O)O. Drug 2: B(C(CC(C)C)NC(=O)C(CC1=CC=CC=C1)NC(=O)C2=NC=CN=C2)(O)O. Cell line: 786-0. Synergy scores: CSS=15.9, Synergy_ZIP=4.68, Synergy_Bliss=0.843, Synergy_Loewe=2.75, Synergy_HSA=2.23. (4) Drug 1: CC1CCC2CC(C(=CC=CC=CC(CC(C(=O)C(C(C(=CC(C(=O)CC(OC(=O)C3CCCCN3C(=O)C(=O)C1(O2)O)C(C)CC4CCC(C(C4)OC)O)C)C)O)OC)C)C)C)OC. Drug 2: CC1=C(C(=O)C2=C(C1=O)N3CC4C(C3(C2COC(=O)N)OC)N4)N. Cell line: 786-0. Synergy scores: CSS=21.5, Synergy_ZIP=-8.76, Synergy_Bliss=-2.75, Synergy_Loewe=-2.92, Synergy_HSA=-1.94. (5) Drug 1: CC1=C2C(C(=O)C3(C(CC4C(C3C(C(C2(C)C)(CC1OC(=O)C(C(C5=CC=CC=C5)NC(=O)OC(C)(C)C)O)O)OC(=O)C6=CC=CC=C6)(CO4)OC(=O)C)O)C)O. Drug 2: C1C(C(OC1N2C=NC(=NC2=O)N)CO)O. Cell line: SNB-75. Synergy scores: CSS=7.52, Synergy_ZIP=-3.56, Synergy_Bliss=-2.92, Synergy_Loewe=-10.3, Synergy_HSA=-3.75. (6) Drug 1: CC1C(C(CC(O1)OC2CC(OC(C2O)C)OC3=CC4=CC5=C(C(=O)C(C(C5)C(C(=O)C(C(C)O)O)OC)OC6CC(C(C(O6)C)O)OC7CC(C(C(O7)C)O)OC8CC(C(C(O8)C)O)(C)O)C(=C4C(=C3C)O)O)O)O. Drug 2: CC1=C(C(=O)C2=C(C1=O)N3CC4C(C3(C2COC(=O)N)OC)N4)N. Cell line: PC-3. Synergy scores: CSS=30.5, Synergy_ZIP=-4.32, Synergy_Bliss=-0.537, Synergy_Loewe=0.0547, Synergy_HSA=0.372. (7) Drug 1: CC1OCC2C(O1)C(C(C(O2)OC3C4COC(=O)C4C(C5=CC6=C(C=C35)OCO6)C7=CC(=C(C(=C7)OC)O)OC)O)O. Drug 2: CC1CCC2CC(C(=CC=CC=CC(CC(C(=O)C(C(C(=CC(C(=O)CC(OC(=O)C3CCCCN3C(=O)C(=O)C1(O2)O)C(C)CC4CCC(C(C4)OC)OCCO)C)C)O)OC)C)C)C)OC. Cell line: HT29. Synergy scores: CSS=24.0, Synergy_ZIP=-2.72, Synergy_Bliss=3.51, Synergy_Loewe=1.69, Synergy_HSA=6.55. (8) Drug 1: C1CCN(CC1)CCOC2=CC=C(C=C2)C(=O)C3=C(SC4=C3C=CC(=C4)O)C5=CC=C(C=C5)O. Drug 2: CC1=C2C(C(=O)C3(C(CC4C(C3C(C(C2(C)C)(CC1OC(=O)C(C(C5=CC=CC=C5)NC(=O)OC(C)(C)C)O)O)OC(=O)C6=CC=CC=C6)(CO4)OC(=O)C)OC)C)OC. Cell line: COLO 205. Synergy scores: CSS=80.9, Synergy_ZIP=26.6, Synergy_Bliss=25.4, Synergy_Loewe=-15.2, Synergy_HSA=23.0. (9) Drug 1: C1=NC2=C(N1)C(=S)N=C(N2)N. Drug 2: C1CCC(C(C1)N)N.C(=O)(C(=O)[O-])[O-].[Pt+4]. Cell line: SK-MEL-5. Synergy scores: CSS=14.7, Synergy_ZIP=-4.37, Synergy_Bliss=-4.78, Synergy_Loewe=-8.35, Synergy_HSA=-4.85.